The task is: Predict the reaction yield, written as a fraction of the theoretical maximum amount of product (1.0 means a 100% yield; for example, 0.34 means a 34% yield).. This data is from Reaction yield outcomes from USPTO patents with 853,638 reactions. (1) The reactants are Cl[C:2]1[C:7]([NH:8][C:9](=[O:17])[C:10]2[CH:15]=[CH:14][CH:13]=[CH:12][C:11]=2[OH:16])=[CH:6][CH:5]=[C:4]([C:18]([F:21])([F:20])[F:19])[N:3]=1.C[O-].[Na+]. The catalyst is O. The product is [F:19][C:18]([F:21])([F:20])[C:4]1[CH:5]=[CH:6][C:7]2[NH:8][C:9](=[O:17])[C:10]3[CH:15]=[CH:14][CH:13]=[CH:12][C:11]=3[O:16][C:2]=2[N:3]=1. The yield is 0.550. (2) The reactants are O=[C:2]1[N:7]=[CH:6][C:5]([C:8]2[CH:17]=[CH:16][C:11]([C:12]([O:14][CH3:15])=[O:13])=[CH:10][CH:9]=2)=[N:4][NH:3]1.P(Cl)(Cl)([Cl:20])=O. The catalyst is C(Cl)(Cl)Cl. The product is [Cl:20][C:2]1[N:3]=[N:4][C:5]([C:8]2[CH:17]=[CH:16][C:11]([C:12]([O:14][CH3:15])=[O:13])=[CH:10][CH:9]=2)=[CH:6][N:7]=1. The yield is 0.170. (3) The reactants are C[O:2][C:3]([C:5]1[CH:13]=[C:12]2[C:8]([C:9]([CH:38]3[CH2:43][CH2:42][CH2:41][CH2:40][CH2:39]3)=[C:10]([C:23]3[CH:28]=[CH:27][C:26]([C:29]4[CH:34]=[CH:33][C:32]([N:35]([CH3:37])[CH3:36])=[CH:31][CH:30]=4)=[CH:25][CH:24]=3)[N:11]2[CH2:14][C:15]([N:17]2[CH2:22][CH2:21][O:20][CH2:19][CH2:18]2)=[O:16])=[CH:7][CH:6]=1)=[O:4]. The catalyst is C1COCC1.CO.[OH-].[Na+]. The product is [CH:38]1([C:9]2[C:8]3[C:12](=[CH:13][C:5]([C:3]([OH:4])=[O:2])=[CH:6][CH:7]=3)[N:11]([CH2:14][C:15]([N:17]3[CH2:18][CH2:19][O:20][CH2:21][CH2:22]3)=[O:16])[C:10]=2[C:23]2[CH:24]=[CH:25][C:26]([C:29]3[CH:34]=[CH:33][C:32]([N:35]([CH3:37])[CH3:36])=[CH:31][CH:30]=3)=[CH:27][CH:28]=2)[CH2:43][CH2:42][CH2:41][CH2:40][CH2:39]1. The yield is 0.400.